Dataset: Full USPTO retrosynthesis dataset with 1.9M reactions from patents (1976-2016). Task: Predict the reactants needed to synthesize the given product. (1) Given the product [O:48]1[CH2:52][CH2:51][CH:50]([CH2:53][NH:54][C:14]([C:11]2[CH:10]=[C:9]([CH2:8][O:7][CH2:6][C:5]3[CH:4]=[CH:3][C:2]([CH3:1])=[CH:18][CH:17]=3)[O:13][N:12]=2)=[O:16])[CH2:49]1, predict the reactants needed to synthesize it. The reactants are: [CH3:1][C:2]1[CH:18]=[CH:17][C:5]([CH2:6][O:7][CH2:8][C:9]2[O:13][N:12]=[C:11]([C:14]([OH:16])=O)[CH:10]=2)=[CH:4][CH:3]=1.C(N(CC)CC)C.Cl.C(N=C=NCCCN(C)C)C.ON1C2C=CC=CC=2N=N1.[O:48]1[CH2:52][CH2:51][CH:50]([CH2:53][NH2:54])[CH2:49]1. (2) The reactants are: [CH3:1][C@@:2]1([OH:23])[C@H:6]([OH:7])[C@@H:5]([CH2:8][OH:9])[O:4][C@H:3]1[N:10]1[C:14]2[N:15]=[CH:16][N:17]=[C:18]([NH2:19])[C:13]=2[C:12]([N+:20]([O-:22])=[O:21])=[CH:11]1.N1C=CC=CC=1.O(Cl)Cl.[O-:33][P:34]([O:37][P:38]([O-:41])([O-:40])=[O:39])(=[O:36])[O-:35].C([NH+](CCCC)CCCC)CCC.C([NH+](CCCC)CCCC)CCC.C([NH+](CCCC)CCCC)CCC.C([NH+](CCCC)CCCC)CCC.C[O:95][P:96](OC)(OC)=[O:97]. Given the product [CH3:1][C@@:2]1([OH:23])[C@H:6]([OH:7])[C@@H:5]([CH2:8][O:9][P:96]([O:36][P:34]([O:37][P:38]([OH:41])([OH:40])=[O:39])([OH:35])=[O:33])([OH:97])=[O:95])[O:4][C@H:3]1[N:10]1[C:14]2[N:15]=[CH:16][N:17]=[C:18]([NH2:19])[C:13]=2[C:12]([N+:20]([O-:22])=[O:21])=[CH:11]1, predict the reactants needed to synthesize it. (3) Given the product [Cl:1][C:2]1[CH:8]=[C:7]([O:9][C:10]2[C:19]3[C:14](=[CH:15][C:16]([O:22][CH3:23])=[C:17]([O:20][CH3:21])[CH:18]=3)[N:13]=[CH:12][N:11]=2)[CH:6]=[CH:5][C:3]=1[NH:4][C:39](=[O:41])[O:55][CH:53]([C:52]1[CH:56]=[CH:57][CH:58]=[CH:59][C:51]=1[Cl:50])[CH3:54], predict the reactants needed to synthesize it. The reactants are: [Cl:1][C:2]1[CH:8]=[C:7]([O:9][C:10]2[C:19]3[C:14](=[CH:15][C:16]([O:22][CH3:23])=[C:17]([O:20][CH3:21])[CH:18]=3)[N:13]=[CH:12][N:11]=2)[CH:6]=[CH:5][C:3]=1[NH2:4].C1(C)C=CC=CC=1.C(N(CC)CC)C.Cl[C:39](Cl)([O:41]C(=O)OC(Cl)(Cl)Cl)Cl.[Cl:50][C:51]1[CH:59]=[CH:58][CH:57]=[CH:56][C:52]=1[CH:53]([OH:55])[CH3:54].